Dataset: Catalyst prediction with 721,799 reactions and 888 catalyst types from USPTO. Task: Predict which catalyst facilitates the given reaction. (1) Reactant: [N:1]1([CH2:7][CH2:8][CH2:9][O:10][C:11]2[CH:12]=[C:13]([CH:17]3[CH2:21][CH2:20][CH2:19][N:18]3[CH2:22][C:23]([C:25]3[CH:30]=[C:29]([O:31][CH3:32])[C:28]([O:33][CH3:34])=[C:27]([O:35][CH3:36])[CH:26]=3)=O)[CH:14]=[CH:15][CH:16]=2)[CH2:6][CH2:5][CH2:4][CH2:3][CH2:2]1.N. Product: [CH3:32][O:31][C:29]1[CH:30]=[C:25]([C@H:23]2[C:14]3[C:13](=[CH:12][C:11]([O:10][CH2:9][CH2:8][CH2:7][N:1]4[CH2:6][CH2:5][CH2:4][CH2:3][CH2:2]4)=[CH:16][CH:15]=3)[C@@H:17]3[CH2:21][CH2:20][CH2:19][N:18]3[CH2:22]2)[CH:26]=[C:27]([O:35][CH3:36])[C:28]=1[O:33][CH3:34]. The catalyst class is: 100. (2) Reactant: [CH2:1]([O:3][C:4](=[O:21])[CH2:5][N:6]1[C:18]2[C:17]3[CH:16]=[C:15]([CH3:19])[CH:14]=[CH:13][C:12]=3[NH:11][C:10](=[O:20])[C:9]=2[CH:8]=[N:7]1)[CH3:2].CI.[C:24]([O-])([O-])=O.[Cs+].[Cs+]. Product: [CH2:1]([O:3][C:4](=[O:21])[CH2:5][N:6]1[C:18]2[C:17]3[CH:16]=[C:15]([CH3:19])[CH:14]=[CH:13][C:12]=3[N:11]([CH3:24])[C:10](=[O:20])[C:9]=2[CH:8]=[N:7]1)[CH3:2]. The catalyst class is: 18. (3) Reactant: [Cl:1][C:2]1[CH:10]=[C:9]([Cl:11])[CH:8]=[CH:7][C:3]=1[C:4]([OH:6])=O.CN(C(ON1N=NC2C=CC=CC1=2)=[N+](C)C)C.[B-](F)(F)(F)F.CN1CCOCC1.[N:41]1([CH2:45][C@@H:46]([NH:50][CH3:51])[CH2:47][CH2:48][CH3:49])[CH2:44][CH2:43][CH2:42]1. Product: [N:41]1([CH2:45][C@@H:46]([N:50]([CH3:51])[C:4](=[O:6])[C:3]2[CH:7]=[CH:8][C:9]([Cl:11])=[CH:10][C:2]=2[Cl:1])[CH2:47][CH2:48][CH3:49])[CH2:44][CH2:43][CH2:42]1. The catalyst class is: 3. (4) The catalyst class is: 20. Reactant: C1(P(C2C=CC=CC=2)C2C=CC=CC=2)C=CC=CC=1.CCOC(/N=N/C(OCC)=O)=O.[OH:32][C:33]1[CH:34]=[C:35]2[C:40](=[CH:41][CH:42]=1)[NH:39][C:38](=[O:43])[CH:37]=[CH:36]2.[Cl:44][C:45]1[CH:50]=[CH:49][C:48]([NH:51][C:52]2[N:57]=[C:56]([CH2:58]O)[CH:55]=[CH:54][N:53]=2)=[CH:47][CH:46]=1. Product: [Cl:44][C:45]1[CH:46]=[CH:47][C:48]([NH:51][C:52]2[N:57]=[C:56]([CH2:58][O:32][C:33]3[CH:34]=[C:35]4[C:40](=[CH:41][CH:42]=3)[NH:39][C:38](=[O:43])[CH:37]=[CH:36]4)[CH:55]=[CH:54][N:53]=2)=[CH:49][CH:50]=1. (5) Product: [Br:10][C:11]1[CH:12]=[C:13]([CH:14]=[C:15]([Cl:17])[CH:16]=1)[CH2:18][O:9][C:5]1[CH:4]=[N:3][CH:8]=[CH:7][CH:6]=1. The catalyst class is: 1. Reactant: [H-].[Na+].[N:3]1[CH:8]=[CH:7][CH:6]=[C:5]([OH:9])[CH:4]=1.[Br:10][C:11]1[CH:16]=[C:15]([Cl:17])[CH:14]=[C:13]([CH2:18]Br)[CH:12]=1. (6) Reactant: [C:1]([Cl:4])(=O)C.Cl.[NH2:6][CH2:7][CH2:8][CH2:9][CH2:10][C:11]([OH:13])=[O:12]. Product: [ClH:4].[NH2:6][CH2:7][CH2:8][CH2:9][CH2:10][C:11]([O:13][CH3:1])=[O:12]. The catalyst class is: 5. (7) Reactant: C1(C)C=CC=CC=1P(C1C=CC=CC=1C)C1C=CC=CC=1C.C(N(CC)CC)C.[CH:30]([C:32]1[CH:37]=[CH:36][CH:35]=[CH:34][N:33]=1)=[CH2:31].Br[C:39]1[CH:40]=[CH:41][C:42]2[C:43]3[N:52]([CH2:53][CH2:54][CH2:55][O:56][CH3:57])[C:51]([CH2:58][O:59][CH2:60][CH3:61])=[N:50][C:44]=3[C:45]([NH2:49])=[N:46][C:47]=2[CH:48]=1. Product: [CH2:60]([O:59][CH2:58][C:51]1[N:52]([CH2:53][CH2:54][CH2:55][O:56][CH3:57])[C:43]2[C:42]3[CH:41]=[CH:40][C:39](/[CH:31]=[CH:30]/[C:32]4[CH:37]=[CH:36][CH:35]=[CH:34][N:33]=4)=[CH:48][C:47]=3[N:46]=[C:45]([NH2:49])[C:44]=2[N:50]=1)[CH3:61]. The catalyst class is: 487.